Task: Predict the reactants needed to synthesize the given product.. Dataset: Full USPTO retrosynthesis dataset with 1.9M reactions from patents (1976-2016) (1) Given the product [F:35][C:2]([F:1])([F:34])[C:3]1[C:4]([CH2:20][CH2:21][C:22]2[CH:27]=[CH:26][CH:25]=[CH:24][C:23]=2[C:28]2([C:31]([NH2:33])=[O:32])[CH2:30][CH2:29]2)=[N:5][C:6]([NH:9][C:10]2[CH:11]=[N:12][C:13]([C:16]([F:19])([F:18])[F:17])=[CH:14][CH:15]=2)=[N:7][CH:8]=1, predict the reactants needed to synthesize it. The reactants are: [F:1][C:2]([F:35])([F:34])[C:3]1[C:4]([C:20]#[C:21][C:22]2[CH:27]=[CH:26][CH:25]=[CH:24][C:23]=2[C:28]2([C:31]([NH2:33])=[O:32])[CH2:30][CH2:29]2)=[N:5][C:6]([NH:9][C:10]2[CH:11]=[N:12][C:13]([C:16]([F:19])([F:18])[F:17])=[CH:14][CH:15]=2)=[N:7][CH:8]=1. (2) Given the product [F:1][C:2]([F:7])([F:6])[C:3]([OH:5])=[O:4].[Cl:8][C:9]1[N:10]=[CH:11][N:12]([C:14]2[CH:19]=[CH:18][C:17]([NH:20][C:21]3[N:38]=[C:24]4[CH:25]([C:31]5[CH:36]=[CH:35][C:34]([F:37])=[CH:33][CH:32]=5)[CH2:26][C:52]([F:55])([F:53])[CH2:50][CH2:29][N:23]4[N:22]=3)=[CH:16][C:15]=2[O:39][CH3:40])[CH:13]=1, predict the reactants needed to synthesize it. The reactants are: [F:1][C:2]([F:7])([F:6])[C:3]([OH:5])=[O:4].[Cl:8][C:9]1[N:10]=[CH:11][N:12]([C:14]2[CH:19]=[CH:18][C:17]([NH:20][C:21]3[N:38]=[C:24]4[CH:25]([C:31]5[CH:36]=[CH:35][C:34]([F:37])=[CH:33][CH:32]=5)[CH2:26]C(=O)C[CH2:29][N:23]4[N:22]=3)=[CH:16][C:15]=2[O:39][CH3:40])[CH:13]=1.CCN(S(F)(F)F)CC.[C:50](O)([C:52]([F:55])(F)[F:53])=O.